From a dataset of Catalyst prediction with 721,799 reactions and 888 catalyst types from USPTO. Predict which catalyst facilitates the given reaction. (1) Reactant: [Si:1]([O:8][C:9]1[CH:10]=[C:11]2[C:16](=[CH:17][CH:18]=1)[N:15]=[C:14]([CH:19]=O)[CH:13]=[CH:12]2)([C:4]([CH3:7])([CH3:6])[CH3:5])([CH3:3])[CH3:2].CC(O)=O.[NH:25]1[CH2:30][CH2:29][CH:28]([C:31]([O:33][CH2:34][CH3:35])=[O:32])[CH2:27][CH2:26]1.[BH-](OC(C)=O)(OC(C)=O)OC(C)=O.[Na+]. Product: [Si:1]([O:8][C:9]1[CH:10]=[C:11]2[C:16](=[CH:17][CH:18]=1)[N:15]=[C:14]([CH2:19][N:25]1[CH2:30][CH2:29][CH:28]([C:31]([O:33][CH2:34][CH3:35])=[O:32])[CH2:27][CH2:26]1)[CH:13]=[CH:12]2)([C:4]([CH3:7])([CH3:6])[CH3:5])([CH3:2])[CH3:3]. The catalyst class is: 26. (2) Reactant: O.[NH2:2][NH2:3].Cl[C:5]1[C:10]([CH3:11])=[N:9][CH:8]=[CH:7][N:6]=1. Product: [NH:2]([C:5]1[C:10]([CH3:11])=[N:9][CH:8]=[CH:7][N:6]=1)[NH2:3]. The catalyst class is: 8. (3) Reactant: Br[CH2:2][C:3]1[N:13]([CH2:14][C:15]([CH3:18])([CH3:17])[CH3:16])[C:6]2[N:7]=[C:8]([C:11]#[N:12])[N:9]=[CH:10][C:5]=2[CH:4]=1.[C:19]([O:23][C:24]([N:26]1[CH2:37][CH2:36][C:29]2([C:33](=[O:34])[NH:32][C:31](=[O:35])[CH2:30]2)[CH2:28][CH2:27]1)=[O:25])([CH3:22])([CH3:21])[CH3:20].C(=O)([O-])[O-].[K+].[K+]. Product: [C:19]([O:23][C:24]([N:26]1[CH2:27][CH2:28][C:29]2([C:33](=[O:34])[N:32]([CH2:2][C:3]3[N:13]([CH2:14][C:15]([CH3:18])([CH3:17])[CH3:16])[C:6]4[N:7]=[C:8]([C:11]#[N:12])[N:9]=[CH:10][C:5]=4[CH:4]=3)[C:31](=[O:35])[CH2:30]2)[CH2:36][CH2:37]1)=[O:25])([CH3:22])([CH3:20])[CH3:21]. The catalyst class is: 3. (4) Reactant: ClC(OC)=O.C(=O)([O-])[O-].[K+].[K+].[C:12]([O:15][CH2:16][CH3:17])(=[O:14])C.O.[N:19]1[CH:24]=[CH:23][CH:22]=[CH:21][CH:20]=1. Product: [NH:19]1[C:20]2[CH:21]=[CH:22][CH:23]=[CH:24][C:17]=2[CH2:16][O:15][C:12]1=[O:14]. The catalyst class is: 241. (5) Reactant: [CH2:1]([O:3][C:4](=[O:16])[C:5]([S:8][C:9]1[CH:14]=[CH:13][C:12]([NH2:15])=[CH:11][CH:10]=1)([CH3:7])[CH3:6])[CH3:2].Br[CH2:18][CH2:19][CH2:20][N:21]1[C:26](=[O:27])[C:25]2[N:28]([CH3:34])[N:29]=[C:30]([CH2:31][CH2:32][CH3:33])[C:24]=2[N:23]=[C:22]1[CH2:35][CH3:36].C(=O)([O-])[O-].[K+].[K+]. Product: [CH2:1]([O:3][C:4](=[O:16])[C:5]([S:8][C:9]1[CH:10]=[CH:11][C:12]([NH:15][CH2:18][CH2:19][CH2:20][N:21]2[C:26](=[O:27])[C:25]3[N:28]([CH3:34])[N:29]=[C:30]([CH2:31][CH2:32][CH3:33])[C:24]=3[N:23]=[C:22]2[CH2:35][CH3:36])=[CH:13][CH:14]=1)([CH3:7])[CH3:6])[CH3:2]. The catalyst class is: 596.